From a dataset of Peptide-MHC class I binding affinity with 185,985 pairs from IEDB/IMGT. Regression. Given a peptide amino acid sequence and an MHC pseudo amino acid sequence, predict their binding affinity value. This is MHC class I binding data. (1) The peptide sequence is AILQSSMTR. The MHC is HLA-A68:01 with pseudo-sequence HLA-A68:01. The binding affinity (normalized) is 0.341. (2) The peptide sequence is RMYSPVSIL. The MHC is BoLA-HD6 with pseudo-sequence BoLA-HD6. The binding affinity (normalized) is 0.936. (3) The peptide sequence is LNTIQFMHE. The MHC is HLA-A11:01 with pseudo-sequence HLA-A11:01. The binding affinity (normalized) is 0. (4) The peptide sequence is LLTACTIFY. The MHC is H-2-Db with pseudo-sequence H-2-Db. The binding affinity (normalized) is 0. (5) The peptide sequence is NAAISDYDYY. The MHC is Mamu-B01 with pseudo-sequence Mamu-B01. The binding affinity (normalized) is 0.401.